Dataset: Full USPTO retrosynthesis dataset with 1.9M reactions from patents (1976-2016). Task: Predict the reactants needed to synthesize the given product. Given the product [CH3:15][O:16][C:17]1[CH:18]=[C:19]([CH2:20][NH:21][CH:2]2[CH2:7][CH2:6][N:5]([C:8]([O:10][C:11]([CH3:14])([CH3:13])[CH3:12])=[O:9])[CH2:4][CH2:3]2)[CH:22]=[CH:23][C:24]=1[O:25][CH3:26], predict the reactants needed to synthesize it. The reactants are: O=[C:2]1[CH2:7][CH2:6][N:5]([C:8]([O:10][C:11]([CH3:14])([CH3:13])[CH3:12])=[O:9])[CH2:4][CH2:3]1.[CH3:15][O:16][C:17]1[CH:18]=[C:19]([CH:22]=[CH:23][C:24]=1[O:25][CH3:26])[CH2:20][NH2:21].C(O)(=O)C.[BH3-]C#N.[Na+].